Dataset: Catalyst prediction with 721,799 reactions and 888 catalyst types from USPTO. Task: Predict which catalyst facilitates the given reaction. (1) Reactant: [O:1]=[C:2]1[CH2:7][CH2:6][N:5]([C:8]([O:10][C:11]([CH3:14])([CH3:13])[CH3:12])=[O:9])[CH2:4][CH2:3]1.[CH2:15](Br)[CH:16]=[CH2:17].[Cl-].[NH4+]. Product: [CH2:17]([C:2]1([OH:1])[CH2:3][CH2:4][N:5]([C:8]([O:10][C:11]([CH3:14])([CH3:13])[CH3:12])=[O:9])[CH2:6][CH2:7]1)[CH:16]=[CH2:15]. The catalyst class is: 324. (2) Reactant: [CH:1]([N:4]1[CH2:15][CH2:14][C:7]2([O:12][CH2:11][C:10](=O)[NH:9][CH2:8]2)[CH2:6][CH2:5]1)([CH3:3])[CH3:2].[F-].[Na+].O. Product: [CH:1]([N:4]1[CH2:5][CH2:6][C:7]2([O:12][CH2:11][CH2:10][NH:9][CH2:8]2)[CH2:14][CH2:15]1)([CH3:3])[CH3:2]. The catalyst class is: 1.